From a dataset of Full USPTO retrosynthesis dataset with 1.9M reactions from patents (1976-2016). Predict the reactants needed to synthesize the given product. (1) Given the product [CH3:20][O:19][C:17]([C:15]1[N:14]([CH:1]2[C:10]3[C:5](=[CH:6][CH:7]=[CH:8][CH:9]=3)[CH2:4][CH2:3][CH2:2]2)[CH:13]=[N:12][CH:16]=1)=[O:18], predict the reactants needed to synthesize it. The reactants are: [CH:1]1(O)[C:10]2[C:5](=[CH:6][CH:7]=[CH:8][CH:9]=2)[CH2:4][CH2:3][CH2:2]1.[NH:12]1[CH:16]=[C:15]([C:17]([O:19][CH3:20])=[O:18])[N:14]=[CH:13]1.C1(P(C2C=CC=CC=2)C2C=CC=CC=2)C=CC=CC=1.N(C(OC(C)C)=O)=NC(OC(C)C)=O. (2) Given the product [ClH:1].[N:20]1([C:2]2[C:11]3[C:6](=[CH:7][CH:8]=[CH:9][CH:10]=3)[CH:5]=[C:4]([C:12]3[CH:17]=[CH:16][C:15]([O:18][CH3:19])=[CH:14][CH:13]=3)[N:3]=2)[CH:24]=[CH:23][N:22]=[CH:21]1, predict the reactants needed to synthesize it. The reactants are: [Cl:1][C:2]1[C:11]2[C:6](=[CH:7][CH:8]=[CH:9][CH:10]=2)[CH:5]=[C:4]([C:12]2[CH:17]=[CH:16][C:15]([O:18][CH3:19])=[CH:14][CH:13]=2)[N:3]=1.[NH:20]1[CH:24]=[CH:23][N:22]=[CH:21]1.[H-].[Na+]. (3) Given the product [F:25][C:24]([F:26])([F:27])[C:15]1[CH:16]=[C:17]([C:20]([F:23])([F:21])[F:22])[CH:18]=[CH:19][C:14]=1[CH2:13][N:1]1[C:9]2[C:4](=[CH:5][C:6]([CH:10]=[O:11])=[CH:7][CH:8]=2)[CH:3]=[N:2]1, predict the reactants needed to synthesize it. The reactants are: [NH:1]1[C:9]2[C:4](=[CH:5][C:6]([CH:10]=[O:11])=[CH:7][CH:8]=2)[CH:3]=[N:2]1.Br[CH2:13][C:14]1[CH:19]=[CH:18][C:17]([C:20]([F:23])([F:22])[F:21])=[CH:16][C:15]=1[C:24]([F:27])([F:26])[F:25]. (4) The reactants are: [CH3:1][C:2]1([CH2:5][C@@:6]2([C:26]3[CH:31]=[CH:30][CH:29]=[CH:28][CH:27]=3)[O:11][C:10](=[O:12])[N:9]([C@H:13]3[CH2:18][CH2:17][CH2:16][N:15]([C:19]([O:21][C:22]([CH3:25])([CH3:24])[CH3:23])=[O:20])[CH2:14]3)[CH2:8][CH2:7]2)[CH2:4][O:3]1. Given the product [OH:3][C:2]([CH3:4])([CH3:1])[CH2:5][C@@:6]1([C:26]2[CH:27]=[CH:28][CH:29]=[CH:30][CH:31]=2)[O:11][C:10](=[O:12])[N:9]([C@H:13]2[CH2:18][CH2:17][CH2:16][N:15]([C:19]([O:21][C:22]([CH3:25])([CH3:24])[CH3:23])=[O:20])[CH2:14]2)[CH2:8][CH2:7]1, predict the reactants needed to synthesize it. (5) Given the product [NH2:42][CH2:41][CH2:40][CH2:39][CH2:38][CH2:37][CH2:36][NH:35][C:20](=[O:22])[C@@H:19]([NH:18][C:16]([NH:58][C:55]1[CH:54]=[CH:53][C:52]([O:51][CH2:44][C:45]2[CH:46]=[CH:47][CH:48]=[CH:49][CH:50]=2)=[CH:57][CH:56]=1)=[O:17])[C:23]1[CH:24]=[CH:25][CH:26]=[CH:27][CH:28]=1, predict the reactants needed to synthesize it. The reactants are: C1C2C(CO[C:16]([NH:18][C@@H:19]([C:23]3[CH:28]=[CH:27][CH:26]=[CH:25][CH:24]=3)[C:20]([OH:22])=O)=[O:17])C3C(=CC=CC=3)C=2C=CC=1.C(OC(=O)[NH:35][CH2:36][CH2:37][CH2:38][CH2:39][CH2:40][CH2:41][NH2:42])(C)(C)C.[CH2:44]([O:51][C:52]1[CH:57]=[CH:56][C:55]([N:58]=C=O)=[CH:54][CH:53]=1)[C:45]1[CH:50]=[CH:49][CH:48]=[CH:47][CH:46]=1. (6) Given the product [CH3:13][S:12][C:8]1[CH:7]=[C:6]([C:5]2[N:4]=[CH:3][NH:2][N:17]=2)[CH:11]=[CH:10][CH:9]=1, predict the reactants needed to synthesize it. The reactants are: C[N:2](C)[CH:3]=[N:4][C:5](=O)[C:6]1[CH:11]=[CH:10][CH:9]=[C:8]([S:12][CH3:13])[CH:7]=1.O.[NH2:17]N. (7) Given the product [NH2:8][C@@H:9]([CH3:12])[CH2:10][O:11][C:14]1[CH:29]=[CH:28][C:17]([C:18]([O:20][CH2:21][C:22]2[CH:27]=[CH:26][CH:25]=[CH:24][CH:23]=2)=[O:19])=[CH:16][CH:15]=1, predict the reactants needed to synthesize it. The reactants are: C(OC([NH:8][C@@H:9]([CH3:12])[CH2:10][OH:11])=O)(C)(C)C.O[C:14]1[CH:29]=[CH:28][C:17]([C:18]([O:20][CH2:21][C:22]2[CH:27]=[CH:26][CH:25]=[CH:24][CH:23]=2)=[O:19])=[CH:16][CH:15]=1.C1C=CC(P(C2C=CC=CC=2)C2C=CC=CC=2)=CC=1.N(C(OC(C)C)=O)=NC(OC(C)C)=O. (8) The reactants are: [Br:1][C:2]1[CH:15]=[C:14]2[C:5]([O:6][C:7]3[C:8]([F:21])=[CH:9][C:10]([O:19][CH3:20])=[CH:11][C:12]=3[C:13]2([CH:17]=[CH2:18])O)=[CH:4][CH:3]=1.[CH3:22][OH:23].S(=O)(=O)(O)O. Given the product [Br:1][C:2]1[CH:15]=[C:14]2[C:5]([O:6][C:7]3[C:8]([F:21])=[CH:9][C:10]([O:19][CH3:20])=[CH:11][C:12]=3[C:13]2=[CH:17][CH2:18][O:23][CH3:22])=[CH:4][CH:3]=1, predict the reactants needed to synthesize it.